Dataset: Full USPTO retrosynthesis dataset with 1.9M reactions from patents (1976-2016). Task: Predict the reactants needed to synthesize the given product. (1) Given the product [N+:8]([C:5]1[CH:4]=[CH:3][C:2]([N:11]2[CH2:16][CH2:15][CH:14]([N:17]3[CH2:22][CH2:21][CH2:20][CH2:19][CH2:18]3)[CH2:13][CH2:12]2)=[CH:7][N:6]=1)([O-:10])=[O:9], predict the reactants needed to synthesize it. The reactants are: Br[C:2]1[CH:3]=[CH:4][C:5]([N+:8]([O-:10])=[O:9])=[N:6][CH:7]=1.[NH:11]1[CH2:16][CH2:15][CH:14]([N:17]2[CH2:22][CH2:21][CH2:20][CH2:19][CH2:18]2)[CH2:13][CH2:12]1.C(N(CC)CC)C. (2) Given the product [C:28]([C:7]1[S:8][C:9]2=[N:14][C:13]([CH2:15][C:16]3[CH:21]=[CH:20][CH:19]=[C:18]([C:22]([F:23])([F:25])[F:24])[C:17]=3[F:26])=[CH:12][C:11](=[O:27])[N:10]2[C:6]=1[C:4]([NH:3][CH2:1][CH3:2])=[O:5])#[N:30], predict the reactants needed to synthesize it. The reactants are: [CH2:1]([NH:3][C:4]([C:6]1[N:10]2[C:11](=[O:27])[CH:12]=[C:13]([CH2:15][C:16]3[CH:21]=[CH:20][CH:19]=[C:18]([C:22]([F:25])([F:24])[F:23])[C:17]=3[F:26])[N:14]=[C:9]2[S:8][C:7]=1[C:28]([NH2:30])=O)=[O:5])[CH3:2].C(N(CC)CC)C.FC(F)(F)C(OC(=O)C(F)(F)F)=O.C(=O)([O-])O.[Na+]. (3) Given the product [NH:32]1[C:33]2[C:38](=[CH:37][CH:36]=[CH:35][CH:34]=2)[C:30]([C:5]2[N:4]=[C:3]3[C:8]([N:9]=[C:10]([CH2:11][N:12]4[CH2:13][CH2:14][CH:15]([N:18]5[CH2:23][CH2:22][O:21][CH2:20][CH2:19]5)[CH2:16][CH2:17]4)[N:2]3[CH3:1])=[C:7]([N:24]3[CH2:29][CH2:28][O:27][CH2:26][CH2:25]3)[N:6]=2)=[CH:31]1, predict the reactants needed to synthesize it. The reactants are: [CH3:1][N:2]1[C:10]([CH2:11][N:12]2[CH2:17][CH2:16][CH:15]([N:18]3[CH2:23][CH2:22][O:21][CH2:20][CH2:19]3)[CH2:14][CH2:13]2)=[N:9][C:8]2[C:3]1=[N:4][C:5]([C:30]1[C:38]3[C:33](=[CH:34][CH:35]=[CH:36][CH:37]=3)[N:32](S(C3C=CC=CC=3)(=O)=O)[CH:31]=1)=[N:6][C:7]=2[N:24]1[CH2:29][CH2:28][O:27][CH2:26][CH2:25]1.[OH-].[Na+]. (4) Given the product [CH3:1][O:2][C:3](=[O:35])[C:4]1[CH:9]=[CH:8][C:7]([CH2:10][N:11]2[CH:15]=[C:14]([C:16]3[CH:21]=[CH:20][C:19]([Cl:22])=[CH:18][C:17]=3[Cl:23])[N:13]=[C:12]2/[CH:24]=[CH:25]/[C:26]2[CH:31]=[C:30]([C:40]3[CH:41]=[CH:42][C:37]([OH:36])=[CH:38][CH:39]=3)[CH:29]=[CH:28][C:27]=2[O:33][CH3:34])=[CH:6][CH:5]=1, predict the reactants needed to synthesize it. The reactants are: [CH3:1][O:2][C:3](=[O:35])[C:4]1[CH:9]=[CH:8][C:7]([CH2:10][N:11]2[CH:15]=[C:14]([C:16]3[CH:21]=[CH:20][C:19]([Cl:22])=[CH:18][C:17]=3[Cl:23])[N:13]=[C:12]2/[CH:24]=[CH:25]/[C:26]2[CH:31]=[C:30](Br)[CH:29]=[CH:28][C:27]=2[O:33][CH3:34])=[CH:6][CH:5]=1.[OH:36][C:37]1[CH:42]=[CH:41][C:40](B(O)O)=[CH:39][CH:38]=1. (5) Given the product [NH2:23][C:26]1[CH:27]=[C:28]([S:33]([NH:36][C@H:37]2[CH2:38][CH2:39][C@H:40]([C:43]([O:45][CH3:46])=[O:44])[CH2:41][CH2:42]2)(=[O:35])=[O:34])[CH:29]=[CH:30][C:31]=1[CH3:32], predict the reactants needed to synthesize it. The reactants are: NC1C=C(S(N[C@H]2CC[C@H](C(OC)=O)CC2)(=O)=O)C=CC=1Cl.[N+:23]([C:26]1[CH:27]=[C:28]([S:33]([NH:36][C@H:37]2[CH2:42][CH2:41][C@H:40]([C:43]([O:45][CH3:46])=[O:44])[CH2:39][CH2:38]2)(=[O:35])=[O:34])[CH:29]=[CH:30][C:31]=1[CH3:32])([O-])=O. (6) Given the product [Br:1][C:2]1[CH:7]=[CH:6][C:5]([CH:8]([CH3:22])[C:9]([C:15]2[CH:16]=[CH:17][C:18](=[O:21])[N:19]([CH2:25][CH3:26])[CH:20]=2)([OH:14])[C:10]([F:13])([F:11])[F:12])=[C:4]([Cl:23])[CH:3]=1, predict the reactants needed to synthesize it. The reactants are: [Br:1][C:2]1[CH:7]=[CH:6][C:5]([CH:8]([CH3:22])[C:9]([C:15]2[CH:16]=[CH:17][C:18](=[O:21])[NH:19][CH:20]=2)([OH:14])[C:10]([F:13])([F:12])[F:11])=[C:4]([Cl:23])[CH:3]=1.I[CH2:25][CH3:26].